This data is from Forward reaction prediction with 1.9M reactions from USPTO patents (1976-2016). The task is: Predict the product of the given reaction. (1) Given the reactants N1C=CC=CC=1.[OH:7][CH2:8][C:9]1[CH:10]=[C:11](B(O)O)[CH:12]=[CH:13][CH:14]=1.[CH:18]([C:21]1[CH:25]=[C:24]([C:26]([O:28][CH2:29][CH3:30])=[O:27])[NH:23][N:22]=1)([CH3:20])[CH3:19], predict the reaction product. The product is: [OH:7][CH2:8][C:9]1[CH:10]=[C:11]([N:23]2[C:24]([C:26]([O:28][CH2:29][CH3:30])=[O:27])=[CH:25][C:21]([CH:18]([CH3:19])[CH3:20])=[N:22]2)[CH:12]=[CH:13][CH:14]=1. (2) Given the reactants [Cl:1][C:2]1[CH:7]=[C:6]([N+:8]([O-:10])=[O:9])[CH:5]=[CH:4][C:3]=1F.[C:12]1([OH:18])[CH:17]=[CH:16][CH:15]=[CH:14][CH:13]=1.C(=O)([O-])[O-].[K+].[K+], predict the reaction product. The product is: [Cl:1][C:2]1[CH:7]=[C:6]([N+:8]([O-:10])=[O:9])[CH:5]=[CH:4][C:3]=1[O:18][C:12]1[CH:17]=[CH:16][CH:15]=[CH:14][CH:13]=1. (3) Given the reactants [Cl:1][C:2]1[CH:3]=[C:4]([CH2:19][N:20]2[C:24]([CH3:25])=[CH:23][C:22]([C:26](Cl)=[O:27])=[N:21]2)[C:5]2[O:9][C:8]([C:10]3[CH:15]=[CH:14][C:13]([Cl:16])=[CH:12][C:11]=3[Cl:17])=[CH:7][C:6]=2[CH:18]=1.CC[N:31](CC)CC.[OH-].[NH4+], predict the reaction product. The product is: [Cl:1][C:2]1[CH:3]=[C:4]([CH2:19][N:20]2[C:24]([CH3:25])=[CH:23][C:22]([C:26]([NH2:31])=[O:27])=[N:21]2)[C:5]2[O:9][C:8]([C:10]3[CH:15]=[CH:14][C:13]([Cl:16])=[CH:12][C:11]=3[Cl:17])=[CH:7][C:6]=2[CH:18]=1. (4) Given the reactants [NH:1]1[CH2:4][CH:3]([C:5]2[C:6]([O:25][CH3:26])=[C:7]([CH:13]([NH:15][C:16]3[N:24]=[CH:23][N:22]=[C:21]4[C:17]=3[N:18]=[CH:19][NH:20]4)[CH3:14])[CH:8]=[C:9]([Cl:12])[C:10]=2[Cl:11])[CH2:2]1.C(N(CC)CC)C.[F:34][C:35]([F:45])([F:44])S(O[CH2:40][CH:41]([F:43])[F:42])(=O)=O.CN([CH:49]=[O:50])C, predict the reaction product. The product is: [F:34][C:35]([F:45])([F:44])[C:49]([OH:50])=[O:25].[F:34][C:35]([F:45])([F:44])[C:49]([OH:50])=[O:25].[Cl:11][C:10]1[C:9]([Cl:12])=[CH:8][C:7]([CH:13]([NH:15][C:16]2[N:24]=[CH:23][N:22]=[C:21]3[C:17]=2[N:18]=[CH:19][NH:20]3)[CH3:14])=[C:6]([O:25][CH3:26])[C:5]=1[CH:3]1[CH2:2][N:1]([CH2:40][CH:41]([F:43])[F:42])[CH2:4]1. (5) Given the reactants C[C:2]1[CH:10]=[CH:9]C(C)=C[C:3]=1[C:4]([OH:6])=[O:5].N([C:19]([CH3:23])([CH3:22])[C:20]#N)=N[C:19]([CH3:23])([CH3:22])[C:20]#N.[Br:24]N1C(=O)CCC1=O, predict the reaction product. The product is: [Br:24][CH2:9][C:10]1[CH:2]=[C:3]([CH:23]=[C:19]([CH3:22])[CH:20]=1)[C:4]([OH:6])=[O:5]. (6) Given the reactants C([C:4]1[S:8][C:7]2[CH:9]=[CH:10][CH:11]=[C:12]([O:13][CH3:14])[C:6]=2[C:5]=1[CH2:15][CH2:16][C:17]1[CH:22]=[CH:21][CH:20]=[CH:19][CH:18]=1)(O)=O.Cl, predict the reaction product. The product is: [CH3:14][O:13][C:12]1[C:6]2[C:5]([CH2:15][CH2:16][C:17]3[CH:22]=[CH:21][CH:20]=[CH:19][CH:18]=3)=[CH:4][S:8][C:7]=2[CH:9]=[CH:10][CH:11]=1. (7) Given the reactants C(Cl)(=O)C(Cl)=O.[CH3:7][O:8][CH:9]([C:13]([OH:15])=O)[C:10]([OH:12])=O.[CH3:16][O:17][C:18]1[CH:32]=[CH:31][C:21]([CH2:22][NH:23][C:24](=[O:30])[CH2:25][C:26]([O:28][CH3:29])=[O:27])=[CH:20][CH:19]=1, predict the reaction product. The product is: [OH:12][C:10]1[C:9]([O:8][CH3:7])=[C:13]([OH:15])[N:23]([CH2:22][C:21]2[CH:20]=[CH:19][C:18]([O:17][CH3:16])=[CH:32][CH:31]=2)[C:24](=[O:30])[C:25]=1[C:26]([O:28][CH3:29])=[O:27]. (8) Given the reactants Br[C:2]1[CH:7]=[CH:6][C:5]([CH2:8][CH2:9][CH2:10][C:11]2[CH:16]=[CH:15][CH:14]=[CH:13][CH:12]=2)=[CH:4][CH:3]=1.C1(CC2C=C(C=CC=2)[CH:27]=[O:28])C=CC=CC=1.[Li]CCCC.CN(C=O)C, predict the reaction product. The product is: [C:11]1([CH2:10][CH2:9][CH2:8][C:5]2[CH:6]=[CH:7][C:2]([CH:27]=[O:28])=[CH:3][CH:4]=2)[CH:16]=[CH:15][CH:14]=[CH:13][CH:12]=1.